The task is: Predict the reactants needed to synthesize the given product.. This data is from Full USPTO retrosynthesis dataset with 1.9M reactions from patents (1976-2016). (1) The reactants are: [Cl:1][C:2]1[N:7]=[C:6]2[CH2:8][NH:9][CH2:10][C:5]2=[CH:4][CH:3]=1.[CH3:11][S:12]([C:15]1[CH:16]=[CH:17][C:18]([O:24][C@@H:25]([CH3:30])[C:26]([F:29])([F:28])[F:27])=[C:19]([CH:23]=1)[C:20](O)=[O:21])(=[O:14])=[O:13]. Given the product [Cl:1][C:2]1[N:7]=[C:6]2[CH2:8][N:9]([C:20]([C:19]3[CH:23]=[C:15]([S:12]([CH3:11])(=[O:13])=[O:14])[CH:16]=[CH:17][C:18]=3[O:24][C@@H:25]([CH3:30])[C:26]([F:28])([F:29])[F:27])=[O:21])[CH2:10][C:5]2=[CH:4][CH:3]=1, predict the reactants needed to synthesize it. (2) Given the product [C:52]1([C:24]2[CH:25]=[C:26]([C:31]3([C:44]4[CH:49]=[C:48]([C:1]5[CH:6]=[CH:5][CH:4]=[CH:3][CH:2]=5)[CH:47]=[C:46]([C:1]5[CH:6]=[CH:5][CH:4]=[CH:3][CH:2]=5)[CH:45]=4)[C:43]4[CH:42]=[CH:41][CH:40]=[CH:39][C:38]=4[C:37]4[C:32]3=[CH:33][CH:34]=[CH:35][CH:36]=4)[CH:27]=[C:28]([C:1]3[CH:6]=[CH:5][CH:4]=[CH:3][CH:2]=3)[CH:29]=2)[CH:57]=[CH:56][CH:55]=[CH:54][CH:53]=1, predict the reactants needed to synthesize it. The reactants are: [C:1]1(C)[CH:6]=[CH:5][CH:4]=[CH:3][C:2]=1P([C:1]1[CH:6]=[CH:5][CH:4]=[CH:3][C:2]=1C)[C:1]1[CH:6]=[CH:5][CH:4]=[CH:3][C:2]=1C.Br[C:24]1[CH:25]=[C:26]([C:31]2([C:44]3[CH:49]=[C:48](Br)[CH:47]=[C:46](Br)[CH:45]=3)[C:43]3[CH:42]=[CH:41][CH:40]=[CH:39][C:38]=3[C:37]3[C:32]2=[CH:33][CH:34]=[CH:35][CH:36]=3)[CH:27]=[C:28](Br)[CH:29]=1.[C:52]1(B(O)O)[CH:57]=[CH:56][CH:55]=[CH:54][CH:53]=1.P([O-])([O-])([O-])=O.[K+].[K+].[K+]. (3) Given the product [C:1]([O:5][C:6]([N:8]([C:10]1[CH:15]=[C:14]([N:16]([CH2:18][CH2:19][OH:20])[CH3:17])[CH:13]=[CH:12][C:11]=1[NH2:21])[CH3:9])=[O:7])([CH3:3])([CH3:2])[CH3:4], predict the reactants needed to synthesize it. The reactants are: [C:1]([O:5][C:6]([N:8]([C:10]1[CH:15]=[C:14]([N:16]([CH2:18][CH2:19][OH:20])[CH3:17])[CH:13]=[CH:12][C:11]=1[N+:21]([O-])=O)[CH3:9])=[O:7])([CH3:4])([CH3:3])[CH3:2]. (4) Given the product [O:32]([CH2:39][C:40]([N:55]([CH2:54][C:51]1[CH:52]=[CH:53][C:48]([O:47][CH2:46][C:45]([OH:56])=[O:44])=[CH:49][CH:50]=1)[CH2:17][C:18]1[N:19]=[C:20]([C:23]2[CH:31]=[CH:30][C:26]([C:27]([NH:13][CH2:12][C:11]3[CH:10]=[CH:9][C:8]([O:1][C:2]4[CH:3]=[CH:4][CH:5]=[CH:6][CH:7]=4)=[CH:15][CH:14]=3)=[O:28])=[CH:25][CH:24]=2)[S:21][CH:22]=1)=[O:41])[C:33]1[CH:38]=[CH:37][CH:36]=[CH:35][CH:34]=1, predict the reactants needed to synthesize it. The reactants are: [O:1]([C:8]1[CH:15]=[CH:14][C:11]([CH2:12][NH2:13])=[CH:10][CH:9]=1)[C:2]1[CH:7]=[CH:6][CH:5]=[CH:4][CH:3]=1.Cl[CH2:17][C:18]1[N:19]=[C:20]([C:23]2[CH:31]=[CH:30][C:26]([C:27](Cl)=[O:28])=[CH:25][CH:24]=2)[S:21][CH:22]=1.[O:32]([CH2:39][C:40](Cl)=[O:41])[C:33]1[CH:38]=[CH:37][CH:36]=[CH:35][CH:34]=1.C[O:44][C:45](=[O:56])[CH2:46][O:47][C:48]1[CH:53]=[CH:52][C:51]([CH2:54][NH2:55])=[CH:50][CH:49]=1. (5) Given the product [CH3:1][C:2]1[C:10]2[C:5](=[N:6][CH:7]=[CH:8][CH:9]=2)[N:4]([C:16]([O:15][C:12]([CH3:14])([CH3:13])[CH3:11])=[O:17])[N:3]=1, predict the reactants needed to synthesize it. The reactants are: [CH3:1][C:2]1[C:10]2[C:5](=[N:6][CH:7]=[CH:8][CH:9]=2)[NH:4][N:3]=1.[CH3:11][C:12]([O:15][C:16](O[C:16]([O:15][C:12]([CH3:14])([CH3:13])[CH3:11])=[O:17])=[O:17])([CH3:14])[CH3:13].CCN(CC)CC.